Dataset: NCI-60 drug combinations with 297,098 pairs across 59 cell lines. Task: Regression. Given two drug SMILES strings and cell line genomic features, predict the synergy score measuring deviation from expected non-interaction effect. (1) Drug 1: COC1=CC(=CC(=C1O)OC)C2C3C(COC3=O)C(C4=CC5=C(C=C24)OCO5)OC6C(C(C7C(O6)COC(O7)C8=CC=CS8)O)O. Drug 2: CCC1(C2=C(COC1=O)C(=O)N3CC4=CC5=C(C=CC(=C5CN(C)C)O)N=C4C3=C2)O.Cl. Cell line: MCF7. Synergy scores: CSS=28.5, Synergy_ZIP=-5.07, Synergy_Bliss=0.516, Synergy_Loewe=0.591, Synergy_HSA=2.57. (2) Drug 1: CC12CCC(CC1=CCC3C2CCC4(C3CC=C4C5=CN=CC=C5)C)O. Drug 2: CCN(CC)CCCC(C)NC1=C2C=C(C=CC2=NC3=C1C=CC(=C3)Cl)OC. Cell line: HCC-2998. Synergy scores: CSS=45.2, Synergy_ZIP=5.57, Synergy_Bliss=2.22, Synergy_Loewe=2.79, Synergy_HSA=1.90. (3) Drug 1: CC1=C(N=C(N=C1N)C(CC(=O)N)NCC(C(=O)N)N)C(=O)NC(C(C2=CN=CN2)OC3C(C(C(C(O3)CO)O)O)OC4C(C(C(C(O4)CO)O)OC(=O)N)O)C(=O)NC(C)C(C(C)C(=O)NC(C(C)O)C(=O)NCCC5=NC(=CS5)C6=NC(=CS6)C(=O)NCCC[S+](C)C)O. Synergy scores: CSS=36.1, Synergy_ZIP=3.44, Synergy_Bliss=2.10, Synergy_Loewe=-16.7, Synergy_HSA=-1.09. Drug 2: COC1=C2C(=CC3=C1OC=C3)C=CC(=O)O2. Cell line: LOX IMVI. (4) Drug 1: CC1=CC=C(C=C1)C2=CC(=NN2C3=CC=C(C=C3)S(=O)(=O)N)C(F)(F)F. Drug 2: CC1=C2C(C(=O)C3(C(CC4C(C3C(C(C2(C)C)(CC1OC(=O)C(C(C5=CC=CC=C5)NC(=O)C6=CC=CC=C6)O)O)OC(=O)C7=CC=CC=C7)(CO4)OC(=O)C)O)C)OC(=O)C. Cell line: LOX IMVI. Synergy scores: CSS=16.5, Synergy_ZIP=12.4, Synergy_Bliss=11.2, Synergy_Loewe=-27.8, Synergy_HSA=6.36. (5) Drug 1: C1CC(C1)(C(=O)O)C(=O)O.[NH2-].[NH2-].[Pt+2]. Drug 2: CN1C2=C(C=C(C=C2)N(CCCl)CCCl)N=C1CCCC(=O)O.Cl. Cell line: HCT116. Synergy scores: CSS=9.88, Synergy_ZIP=-4.40, Synergy_Bliss=-9.81, Synergy_Loewe=-14.9, Synergy_HSA=-10.2. (6) Drug 1: CC1OCC2C(O1)C(C(C(O2)OC3C4COC(=O)C4C(C5=CC6=C(C=C35)OCO6)C7=CC(=C(C(=C7)OC)O)OC)O)O. Drug 2: C1CN(P(=O)(OC1)NCCCl)CCCl. Cell line: SK-OV-3. Synergy scores: CSS=5.77, Synergy_ZIP=-4.84, Synergy_Bliss=0.275, Synergy_Loewe=-17.3, Synergy_HSA=-0.585.